From a dataset of Catalyst prediction with 721,799 reactions and 888 catalyst types from USPTO. Predict which catalyst facilitates the given reaction. (1) Reactant: C([Li])CCC.CC1(C)CCCC(C)(C)N1.F[C:17]1[CH:22]=[CH:21][C:20]([I:23])=[CH:19][N:18]=1.[Br:24][C:25]1[CH:30]=[CH:29][C:28]([OH:31])=[CH:27][C:26]=1[F:32].[C:33](=O)([O-:35])[O-:34].[K+].[K+]. Product: [Br:24][C:25]1[CH:30]=[CH:29][C:28]([O:31][C:17]2[N:18]=[CH:19][C:20]([I:23])=[CH:21][C:22]=2[C:33]([OH:35])=[O:34])=[CH:27][C:26]=1[F:32]. The catalyst class is: 1. (2) Reactant: [Cl:1][C:2]1[CH:33]=[CH:32][CH:31]=[C:30]([Cl:34])[C:3]=1[C:4]([NH:6][CH:7]([CH2:12][C:13]1[CH:14]=[C:15]2[C:20](=[CH:21][CH:22]=1)[N:19]=[C:18]([O:23][C:24]1[CH:29]=[CH:28][CH:27]=[CH:26][CH:25]=1)[CH:17]=[CH:16]2)[C:8]([O:10]C)=[O:9])=[O:5].[OH-].[Na+].OS([O-])(=O)=O.[K+]. Product: [Cl:1][C:2]1[CH:33]=[CH:32][CH:31]=[C:30]([Cl:34])[C:3]=1[C:4]([NH:6][CH:7]([CH2:12][C:13]1[CH:14]=[C:15]2[C:20](=[CH:21][CH:22]=1)[N:19]=[C:18]([O:23][C:24]1[CH:29]=[CH:28][CH:27]=[CH:26][CH:25]=1)[CH:17]=[CH:16]2)[C:8]([OH:10])=[O:9])=[O:5]. The catalyst class is: 144. (3) Reactant: OC(C(F)(F)F)=O.[F:8][C:9]([F:26])([F:25])[O:10][C:11]1[CH:12]=[C:13]([NH:17][C:18]([C@@H:20]2[CH2:24][CH2:23][CH2:22][NH:21]2)=[O:19])[CH:14]=[CH:15][CH:16]=1.[C:27]([N:30]1[C:38]2[C:33](=[CH:34][CH:35]=[CH:36][CH:37]=2)[C:32]([CH2:39][C:40](O)=[O:41])=[CH:31]1)(=[O:29])[NH2:28].CN(C(ON1N=NC2C=CC=CC1=2)=[N+](C)C)C.F[P-](F)(F)(F)(F)F.CCN(C(C)C)C(C)C.Cl. Product: [F:26][C:9]([F:25])([F:8])[O:10][C:11]1[CH:12]=[C:13]([NH:17][C:18]([C@@H:20]2[CH2:24][CH2:23][CH2:22][N:21]2[C:40](=[O:41])[CH2:39][C:32]2[C:33]3[C:38](=[CH:37][CH:36]=[CH:35][CH:34]=3)[N:30]([C:27]([NH2:28])=[O:29])[CH:31]=2)=[O:19])[CH:14]=[CH:15][CH:16]=1. The catalyst class is: 91. (4) Reactant: [Cl:1][C:2]1[C:7]([NH:8][C:9]2[N:14]=[C:13]([N:15]([CH:25]3[CH2:27][CH2:26]3)CC3C=CC(OC)=CC=3)[C:12]3=[N:28][CH:29]=[C:30]([C:31]#[N:32])[N:11]3[N:10]=2)=[CH:6][C:5]([C:33]#[N:34])=[CH:4][C:3]=1[N:35]1[CH2:40][CH2:39][O:38][CH:37]([CH2:41][N:42](CC2C=CC(OC)=CC=2)[S:43]([CH3:46])(=[O:45])=[O:44])[CH2:36]1.C1(OC)C=CC=CC=1.FC(F)(F)C(O)=O. Product: [Cl:1][C:2]1[C:7]([NH:8][C:9]2[N:14]=[C:13]([NH:15][CH:25]3[CH2:26][CH2:27]3)[C:12]3=[N:28][CH:29]=[C:30]([C:31]#[N:32])[N:11]3[N:10]=2)=[CH:6][C:5]([C:33]#[N:34])=[CH:4][C:3]=1[N:35]1[CH2:40][CH2:39][O:38][CH:37]([CH2:41][NH:42][S:43]([CH3:46])(=[O:45])=[O:44])[CH2:36]1. The catalyst class is: 4. (5) Reactant: [Br:1][C:2]1[CH:3]=[CH:4][C:5]2[O:9][C:8]([C:10]([OH:12])=O)=[CH:7][C:6]=2[CH:13]=1.C(N1C=CN=C1)(N1C=CN=C1)=O.[CH3:26][N:27]1[CH2:32][CH2:31][NH:30][CH2:29][CH2:28]1. Product: [Br:1][C:2]1[CH:3]=[CH:4][C:5]2[O:9][C:8]([C:10]([N:30]3[CH2:31][CH2:32][N:27]([CH3:26])[CH2:28][CH2:29]3)=[O:12])=[CH:7][C:6]=2[CH:13]=1. The catalyst class is: 1. (6) Reactant: [O:1]1[CH2:6][CH2:5][N:4]([C:7]2[N:12]=[C:11]([C:13]3[CH:19]=[CH:18][C:16]([NH2:17])=[CH:15][CH:14]=3)[N:10]=[C:9]3[N:20]([CH:23]4[CH2:28][CH2:27][N:26]([CH2:29][C:30]([F:33])([F:32])[F:31])[CH2:25][CH2:24]4)[N:21]=[CH:22][C:8]=23)[CH2:3][CH2:2]1.C(N(CC)CC)C.ClC(Cl)(O[C:45](=[O:51])[O:46][C:47](Cl)(Cl)Cl)Cl.C(O)[CH2:54][OH:55]. Product: [N:4]1([C:7]2[N:12]=[C:11]([C:13]3[CH:14]=[CH:15][C:16]([NH:17][C:45](=[O:51])[O:46][CH2:47][CH2:54][OH:55])=[CH:18][CH:19]=3)[N:10]=[C:9]3[N:20]([CH:23]4[CH2:28][CH2:27][N:26]([CH2:29][C:30]([F:32])([F:33])[F:31])[CH2:25][CH2:24]4)[N:21]=[CH:22][C:8]=23)[CH2:5][CH2:6][O:1][CH2:2][CH2:3]1. The catalyst class is: 4. (7) Reactant: [C:1]([O:5][C:6]([N:8]1[CH2:13][CH2:12][N:11]([CH2:14][C:15]2[N:20]=[C:19]3[N:21]=[C:22]([C:24]4[CH:29]=[CH:28][CH:27]=[C:26]([NH2:30])[CH:25]=4)[O:23][C:18]3=[CH:17][CH:16]=2)[CH2:10][CH2:9]1)=[O:7])([CH3:4])([CH3:3])[CH3:2].Cl.[CH3:32][N:33]([CH3:43])[C:34]1[CH:35]=[C:36]([CH:40]=[CH:41][CH:42]=1)[C:37](Cl)=[O:38]. Product: [C:1]([O:5][C:6]([N:8]1[CH2:13][CH2:12][N:11]([CH2:14][C:15]2[N:20]=[C:19]3[N:21]=[C:22]([C:24]4[CH:29]=[CH:28][CH:27]=[C:26]([NH:30][C:37](=[O:38])[C:36]5[CH:40]=[CH:41][CH:42]=[C:34]([N:33]([CH3:32])[CH3:43])[CH:35]=5)[CH:25]=4)[O:23][C:18]3=[CH:17][CH:16]=2)[CH2:10][CH2:9]1)=[O:7])([CH3:4])([CH3:2])[CH3:3]. The catalyst class is: 17.